Dataset: Reaction yield outcomes from USPTO patents with 853,638 reactions. Task: Predict the reaction yield, written as a fraction of the theoretical maximum amount of product (1.0 means a 100% yield; for example, 0.34 means a 34% yield). (1) The yield is 0.540. The reactants are [Cl:1][C:2]1[CH:3]=[C:4]([CH:25]=[CH:26][C:27]=1[O:28][CH3:29])[CH2:5][NH:6][C:7]1[C:12]([C:13]([O:15]CC)=[O:14])=[CH:11][N:10]=[C:9]([N:18]2[CH2:24][CH2:23][C:20]3([CH2:22][CH2:21]3)[CH2:19]2)[N:8]=1.ClC1C=C(C=CC=1OC)CNC1C(C(OCC)=O)=CN=C(SC)N=1. The product is [Cl:1][C:2]1[CH:3]=[C:4]([CH:25]=[CH:26][C:27]=1[O:28][CH3:29])[CH2:5][NH:6][C:7]1[C:12]([C:13]([OH:15])=[O:14])=[CH:11][N:10]=[C:9]([N:18]2[CH2:24][CH2:23][C:20]3([CH2:21][CH2:22]3)[CH2:19]2)[N:8]=1. No catalyst specified. (2) The reactants are [CH3:1][C:2]1([CH3:11])[CH2:7][O:6][CH:5]([C:8]([OH:10])=[O:9])[CH2:4][O:3]1.C(Cl)(=O)C(Cl)=O.[CH2:18](O)[C:19]1[CH:24]=[CH:23][CH:22]=[CH:21][CH:20]=1. The catalyst is CN(C)C=O.ClCCl. The product is [CH2:18]([O:9][C:8]([CH:5]1[CH2:4][O:3][C:2]([CH3:11])([CH3:1])[CH2:7][O:6]1)=[O:10])[C:19]1[CH:24]=[CH:23][CH:22]=[CH:21][CH:20]=1. The yield is 0.740. (3) The reactants are [OH:1][CH2:2][C@H:3]([CH2:19][CH:20]=[CH2:21])[CH2:4][C@H:5]1[CH2:9][O:8][C:7]([CH3:11])([CH3:10])[N:6]1[C:12]([O:14][C:15]([CH3:18])([CH3:17])[CH3:16])=[O:13].N1C=CN=C1.[CH3:27][C:28]([Si:31](Cl)([CH3:33])[CH3:32])([CH3:30])[CH3:29].O. The catalyst is CN(C1C=CN=CC=1)C.C(Cl)Cl. The product is [Si:31]([O:1][CH2:2][C@H:3]([CH2:19][CH:20]=[CH2:21])[CH2:4][C@H:5]1[CH2:9][O:8][C:7]([CH3:11])([CH3:10])[N:6]1[C:12]([O:14][C:15]([CH3:18])([CH3:17])[CH3:16])=[O:13])([C:28]([CH3:30])([CH3:29])[CH3:27])([CH3:33])[CH3:32]. The yield is 0.570. (4) The reactants are [Cl:1][C:2]1[N:10]=[C:9]2[C:5]([N:6]=[C:7]([CH:12]=O)[N:8]2[CH3:11])=[C:4]([N:14]2[CH:19]3[CH2:20][CH2:21][CH:15]2[CH2:16][O:17][CH2:18]3)[N:3]=1.[NH:22]1[CH2:27][CH2:26][CH:25]([C:28]([OH:31])([CH3:30])[CH3:29])[CH2:24][CH2:23]1.C(O[BH-](OC(=O)C)OC(=O)C)(=O)C.[Na+]. The catalyst is ClCCCl. The product is [Cl:1][C:2]1[N:10]=[C:9]2[C:5]([N:6]=[C:7]([CH2:12][N:22]3[CH2:27][CH2:26][CH:25]([C:28]([OH:31])([CH3:30])[CH3:29])[CH2:24][CH2:23]3)[N:8]2[CH3:11])=[C:4]([N:14]2[CH:19]3[CH2:20][CH2:21][CH:15]2[CH2:16][O:17][CH2:18]3)[N:3]=1. The yield is 0.820. (5) The reactants are [C:9](O[C:9]([O:11][C:12]([CH3:15])([CH3:14])[CH3:13])=[O:10])([O:11][C:12]([CH3:15])([CH3:14])[CH3:13])=[O:10].[NH:16]1[C:24]2[CH:23]=[CH:22][CH:21]=[C:20]([C:25]([O:27][CH3:28])=[O:26])[C:19]=2[CH:18]=[CH:17]1. The catalyst is CN(C1C=CN=CC=1)C.C(#N)C.C(OCC)(=O)C. The product is [N:16]1([C:9]([O:11][C:12]([CH3:13])([CH3:14])[CH3:15])=[O:10])[C:24]2[CH:23]=[CH:22][CH:21]=[C:20]([C:25]([O:27][CH3:28])=[O:26])[C:19]=2[CH:18]=[CH:17]1. The yield is 1.00. (6) The reactants are [CH2:1]([O:4][C:5]1[C:12]([O:13][CH3:14])=[CH:11][C:8]([CH:9]=O)=[CH:7][C:6]=1[O:15][CH3:16])[CH:2]=[CH2:3].[ClH:17].C(O[CH:21](OCC)[CH2:22][NH:23][CH2:24][C:25]1[CH:30]=[CH:29][CH:28]=[C:27]([O:31][CH2:32][CH3:33])[C:26]=1[OH:34])C. The catalyst is CCO. The product is [ClH:17].[CH2:1]([O:4][C:5]1[C:12]([O:13][CH3:14])=[CH:11][C:8]([CH2:9][C:21]2[C:30]3[C:25](=[C:26]([OH:34])[C:27]([O:31][CH2:32][CH3:33])=[CH:28][CH:29]=3)[CH:24]=[N:23][CH:22]=2)=[CH:7][C:6]=1[O:15][CH3:16])[CH:2]=[CH2:3]. The yield is 0.0800.